From a dataset of Peptide-MHC class II binding affinity with 134,281 pairs from IEDB. Regression. Given a peptide amino acid sequence and an MHC pseudo amino acid sequence, predict their binding affinity value. This is MHC class II binding data. (1) The peptide sequence is ADAGYAPATPAAAGA. The MHC is DRB1_0901 with pseudo-sequence DRB1_0901. The binding affinity (normalized) is 0.699. (2) The peptide sequence is NGSMRVFVDVIRALD. The MHC is HLA-DQA10401-DQB10402 with pseudo-sequence HLA-DQA10401-DQB10402. The binding affinity (normalized) is 0.243. (3) The peptide sequence is AVMLTFDNAGMWNVR. The MHC is HLA-DPA10103-DPB10401 with pseudo-sequence HLA-DPA10103-DPB10401. The binding affinity (normalized) is 0.525. (4) The peptide sequence is AAFQAAHARFVAAAA. The MHC is DRB1_1001 with pseudo-sequence DRB1_1001. The binding affinity (normalized) is 1.00. (5) The MHC is DRB1_1201 with pseudo-sequence DRB1_1201. The peptide sequence is GELQIVRKIDAAFKI. The binding affinity (normalized) is 0.724. (6) The peptide sequence is PKKYFAATQFEPLAA. The MHC is DRB1_0101 with pseudo-sequence DRB1_0101. The binding affinity (normalized) is 0.661. (7) The peptide sequence is TMTQMNQAFRNIVNM. The MHC is DRB1_0404 with pseudo-sequence DRB1_0404. The binding affinity (normalized) is 0.189.